Predict the product of the given reaction. From a dataset of Forward reaction prediction with 1.9M reactions from USPTO patents (1976-2016). (1) Given the reactants [N:1]1[CH:6]=[CH:5][C:4]([C:7]2[C:15]3[C:10](=[CH:11][CH:12]=[C:13](N)[CH:14]=3)[N:9]([C:17]([C:30]3[CH:35]=[CH:34][CH:33]=[CH:32][CH:31]=3)([C:24]3[CH:29]=[CH:28][CH:27]=[CH:26][CH:25]=3)[C:18]3[CH:23]=[CH:22][CH:21]=[CH:20][CH:19]=3)[N:8]=2)=[CH:3][CH:2]=1.O.C1(C)C=CC(S(O)(=O)=O)=CC=1.N([O-])=O.[Na+].[I-:52].[K+], predict the reaction product. The product is: [I:52][C:13]1[CH:14]=[C:15]2[C:10](=[CH:11][CH:12]=1)[N:9]([C:17]([C:18]1[CH:19]=[CH:20][CH:21]=[CH:22][CH:23]=1)([C:30]1[CH:35]=[CH:34][CH:33]=[CH:32][CH:31]=1)[C:24]1[CH:25]=[CH:26][CH:27]=[CH:28][CH:29]=1)[N:8]=[C:7]2[C:4]1[CH:3]=[CH:2][N:1]=[CH:6][CH:5]=1. (2) Given the reactants C[O:2][C:3]1[CH:8]=[CH:7][C:6]([C:9](=[O:21])[CH2:10][C:11]([C:13]2[C:18](OC)=[CH:17][CH:16]=[CH:15][N:14]=2)=[O:12])=[CH:5][CH:4]=1.Br.C([O-])(O)=O.[Na+], predict the reaction product. The product is: [OH:2][C:3]1[CH:4]=[CH:5][C:6]([C:9]2[O:21][C:18]3[C:13](=[N:14][CH:15]=[CH:16][CH:17]=3)[C:11](=[O:12])[CH:10]=2)=[CH:7][CH:8]=1. (3) The product is: [S:3]1[CH:4]=[CH:5][N:6]=[C:2]1[N:17]1[CH2:16][CH2:15][N:14]([C:7]([O:9][C:10]([CH3:13])([CH3:12])[CH3:11])=[O:8])[CH2:19][CH2:18]1. Given the reactants Br[C:2]1[S:3][CH:4]=[CH:5][N:6]=1.[C:7]([N:14]1[CH2:19][CH2:18][NH:17][CH2:16][CH2:15]1)([O:9][C:10]([CH3:13])([CH3:12])[CH3:11])=[O:8].C([O-])([O-])=O.[K+].[K+], predict the reaction product. (4) Given the reactants [O:1]1[C:10]2[C:5](=[N:6][CH:7]=[CH:8][CH:9]=2)[O:4][C@@H:3]([CH2:11][OH:12])[CH2:2]1.C(N(CC)CC)C.[CH3:20][S:21](Cl)(=[O:23])=[O:22], predict the reaction product. The product is: [CH3:20][S:21]([O:12][CH2:11][C@H:3]1[O:4][C:5]2=[N:6][CH:7]=[CH:8][CH:9]=[C:10]2[O:1][CH2:2]1)(=[O:23])=[O:22].